Dataset: Forward reaction prediction with 1.9M reactions from USPTO patents (1976-2016). Task: Predict the product of the given reaction. Given the reactants C([O:5][C:6]([C:8]1[CH:21]=[CH:20][C:11]2[CH2:12][CH2:13][O:14][C:15](=[O:19])[N:16]([CH2:17][CH3:18])[C:10]=2[CH:9]=1)=[O:7])(C)(C)C, predict the reaction product. The product is: [CH2:17]([N:16]1[C:10]2[CH:9]=[C:8]([C:6]([OH:7])=[O:5])[CH:21]=[CH:20][C:11]=2[CH2:12][CH2:13][O:14][C:15]1=[O:19])[CH3:18].